This data is from NCI-60 drug combinations with 297,098 pairs across 59 cell lines. The task is: Regression. Given two drug SMILES strings and cell line genomic features, predict the synergy score measuring deviation from expected non-interaction effect. (1) Drug 1: CC1=C(C=C(C=C1)NC2=NC=CC(=N2)N(C)C3=CC4=NN(C(=C4C=C3)C)C)S(=O)(=O)N.Cl. Drug 2: C1=NC2=C(N=C(N=C2N1C3C(C(C(O3)CO)O)F)Cl)N. Cell line: UACC-257. Synergy scores: CSS=12.6, Synergy_ZIP=-8.97, Synergy_Bliss=-3.48, Synergy_Loewe=-24.9, Synergy_HSA=-4.16. (2) Drug 1: C1CCN(CC1)CCOC2=CC=C(C=C2)C(=O)C3=C(SC4=C3C=CC(=C4)O)C5=CC=C(C=C5)O. Drug 2: CC1=CC=C(C=C1)C2=CC(=NN2C3=CC=C(C=C3)S(=O)(=O)N)C(F)(F)F. Cell line: MALME-3M. Synergy scores: CSS=-2.74, Synergy_ZIP=2.27, Synergy_Bliss=1.59, Synergy_Loewe=-2.57, Synergy_HSA=-1.05. (3) Drug 1: CC1=C(C=C(C=C1)NC(=O)C2=CC=C(C=C2)CN3CCN(CC3)C)NC4=NC=CC(=N4)C5=CN=CC=C5. Drug 2: CCCCC(=O)OCC(=O)C1(CC(C2=C(C1)C(=C3C(=C2O)C(=O)C4=C(C3=O)C=CC=C4OC)O)OC5CC(C(C(O5)C)O)NC(=O)C(F)(F)F)O. Cell line: SNB-75. Synergy scores: CSS=63.2, Synergy_ZIP=2.34, Synergy_Bliss=1.71, Synergy_Loewe=-12.9, Synergy_HSA=1.32. (4) Drug 2: C1=CN(C=N1)CC(O)(P(=O)(O)O)P(=O)(O)O. Drug 1: CC1C(C(CC(O1)OC2CC(CC3=C2C(=C4C(=C3O)C(=O)C5=C(C4=O)C(=CC=C5)OC)O)(C(=O)C)O)N)O.Cl. Synergy scores: CSS=-2.64, Synergy_ZIP=-7.45, Synergy_Bliss=-19.4, Synergy_Loewe=-48.9, Synergy_HSA=-21.2. Cell line: HT29. (5) Drug 1: CCC(=C(C1=CC=CC=C1)C2=CC=C(C=C2)OCCN(C)C)C3=CC=CC=C3.C(C(=O)O)C(CC(=O)O)(C(=O)O)O. Drug 2: C#CCC(CC1=CN=C2C(=N1)C(=NC(=N2)N)N)C3=CC=C(C=C3)C(=O)NC(CCC(=O)O)C(=O)O. Cell line: CAKI-1. Synergy scores: CSS=24.1, Synergy_ZIP=-1.48, Synergy_Bliss=-3.11, Synergy_Loewe=-14.1, Synergy_HSA=-2.97. (6) Drug 1: C(=O)(N)NO. Drug 2: C1CNP(=O)(OC1)N(CCCl)CCCl. Cell line: NCI-H522. Synergy scores: CSS=1.14, Synergy_ZIP=-2.19, Synergy_Bliss=-4.83, Synergy_Loewe=-1.61, Synergy_HSA=-3.30.